Dataset: Reaction yield outcomes from USPTO patents with 853,638 reactions. Task: Predict the reaction yield, written as a fraction of the theoretical maximum amount of product (1.0 means a 100% yield; for example, 0.34 means a 34% yield). (1) The reactants are I[CH2:2]I.[Br:4][C:5]1[CH:10]=[CH:9][C:8]([O:11][CH3:12])=[C:7]([O:13][CH:14]=[CH2:15])[CH:6]=1.Cl. The catalyst is C(Cl)Cl. The product is [Br:4][C:5]1[CH:10]=[CH:9][C:8]([O:11][CH3:12])=[C:7]([O:13][CH:14]2[CH2:2][CH2:15]2)[CH:6]=1. The yield is 0.670. (2) The reactants are C(=O)([O-])[O-].[Cs+].[Cs+].[F:7][C:8]1[CH:13]=[CH:12][C:11]([C:14]2[O:15][C:16]3[CH:27]=[C:26]([N+:28]([O-:30])=[O:29])[C:25](OS(C(F)(F)F)(=O)=O)=[CH:24][C:17]=3[C:18]=2[C:19]([O:21][CH2:22][CH3:23])=[O:20])=[CH:10][CH:9]=1.[C:39]([O:43][C:44]([C:46]1[CH:47]=[C:48](B(O)O)[CH:49]=[CH:50][CH:51]=1)=[O:45])([CH3:42])([CH3:41])[CH3:40].O1CCOCC1. The catalyst is CCOC(C)=O.C1C=CC([P]([Pd]([P](C2C=CC=CC=2)(C2C=CC=CC=2)C2C=CC=CC=2)([P](C2C=CC=CC=2)(C2C=CC=CC=2)C2C=CC=CC=2)[P](C2C=CC=CC=2)(C2C=CC=CC=2)C2C=CC=CC=2)(C2C=CC=CC=2)C2C=CC=CC=2)=CC=1.O. The product is [C:39]([O:43][C:44]([C:46]1[CH:51]=[C:50]([C:25]2[C:26]([N+:28]([O-:30])=[O:29])=[CH:27][C:16]3[O:15][C:14]([C:11]4[CH:10]=[CH:9][C:8]([F:7])=[CH:13][CH:12]=4)=[C:18]([C:19]([O:21][CH2:22][CH3:23])=[O:20])[C:17]=3[CH:24]=2)[CH:49]=[CH:48][CH:47]=1)=[O:45])([CH3:42])([CH3:40])[CH3:41]. The yield is 0.690.